From a dataset of Catalyst prediction with 721,799 reactions and 888 catalyst types from USPTO. Predict which catalyst facilitates the given reaction. (1) The catalyst class is: 4. Reactant: C([O:5][C:6]([N:8]1[CH2:13][CH2:12][N:11]([C:14](=[O:44])[CH:15]([OH:43])[CH2:16][C:17]2[CH:22]=[CH:21][C:20]([O:23][C:24]3[CH:29]=[CH:28][C:27]([NH:30][C:31](=[O:42])[C:32]4[CH:37]=[CH:36][C:35]([C:38]([F:41])([F:40])[F:39])=[CH:34][CH:33]=4)=[CH:26][N:25]=3)=[CH:19][CH:18]=2)[CH2:10][CH2:9]1)=[O:7])CCC.CC(OI1(OC(C)=O)(OC(C)=O)O[C:56](=O)[C:55]2[CH:54]=CC=C[C:50]1=2)=O. Product: [C:55]([O:5][C:6]([N:8]1[CH2:9][CH2:10][N:11]([C:14](=[O:44])[C:15](=[O:43])[CH2:16][C:17]2[CH:22]=[CH:21][C:20]([O:23][C:24]3[CH:29]=[CH:28][C:27]([NH:30][C:31](=[O:42])[C:32]4[CH:37]=[CH:36][C:35]([C:38]([F:41])([F:40])[F:39])=[CH:34][CH:33]=4)=[CH:26][N:25]=3)=[CH:19][CH:18]=2)[CH2:12][CH2:13]1)=[O:7])([CH3:56])([CH3:54])[CH3:50]. (2) Reactant: C([O:3][P:4]([CH2:9][CH2:10][CH2:11][CH2:12][CH2:13][CH2:14][CH2:15][CH2:16][C:17]([F:29])([F:28])[C:18]([F:27])([F:26])[C:19]([F:25])([F:24])[C:20]([F:23])([F:22])[F:21])([O:6]CC)=[O:5])C.Br[Si](C)(C)C. Product: [P:4]([CH2:9][CH2:10][CH2:11][CH2:12][CH2:13][CH2:14][CH2:15][CH2:16][C:17]([F:28])([F:29])[C:18]([F:26])([F:27])[C:19]([F:24])([F:25])[C:20]([F:21])([F:22])[F:23])([OH:5])([OH:6])=[O:3]. The catalyst class is: 4. (3) Reactant: P(Cl)(Cl)(Cl)=O.CN(C)[CH:8]=[O:9].[CH3:11][C:12]1[NH:13][C:14]2[C:19]([CH:20]=1)=[CH:18][C:17]([C:21]#[N:22])=[CH:16][CH:15]=2.C(=O)([O-])[O-].[K+].[K+]. Product: [CH:8]([C:20]1[C:19]2[C:14](=[CH:15][CH:16]=[C:17]([C:21]#[N:22])[CH:18]=2)[NH:13][C:12]=1[CH3:11])=[O:9]. The catalyst class is: 6. (4) Reactant: BrC1C=CC(O)=C([C:8]2[CH:17]=[CH:16][C:15]3[C:10](=[CH:11][CH:12]=[C:13]([C:18]4[N:22]([CH:23]5[CH2:28][CH2:27][CH2:26][CH2:25][CH2:24]5)[C:21]5[CH:29]=[CH:30][C:31]([C:33]([OH:35])=[O:34])=[CH:32][C:20]=5[N:19]=4)[CH:14]=3)[N:9]=2)C=1.C(OC(C1C=CC2N(C3CCCCC3)C(C3C=CC(N)=C(C=O)C=3)=NC=2C=1)=O)C.[C:66]1([N:72]2[CH:76]=[C:75](C(=O)C)[CH:74]=[N:73]2)[CH:71]=[CH:70][CH:69]=[CH:68][CH:67]=1.[OH-].[K+]. Product: [CH:23]1([N:22]2[C:21]3[CH:20]=[CH:32][C:31]([C:33]([OH:35])=[O:34])=[CH:30][C:29]=3[N:19]=[C:18]2[C:13]2[CH:14]=[C:15]3[C:10](=[CH:11][CH:12]=2)[N:9]=[C:8]([C:75]2[CH:74]=[N:73][N:72]([C:66]4[CH:67]=[CH:68][CH:69]=[CH:70][CH:71]=4)[CH:76]=2)[CH:17]=[CH:16]3)[CH2:24][CH2:25][CH2:26][CH2:27][CH2:28]1. The catalyst class is: 8.